Dataset: Catalyst prediction with 721,799 reactions and 888 catalyst types from USPTO. Task: Predict which catalyst facilitates the given reaction. (1) Reactant: [NH2:1][C:2]1[S:3][CH:4]=[C:5]([CH3:7])[N:6]=1.C[Al](C)C.CCCCCCC.C([O:21][C:22]([C:24]1[CH:29]=[C:28]([C:30]#[N:31])[CH:27]=[C:26]([CH3:32])[N:25]=1)=O)C.C(C(C(C([O-])=O)O)O)([O-])=O.[Na+].[K+]. Product: [CH3:7][C:5]1[N:6]=[C:2]([NH:1][C:22]([C:24]2[CH:29]=[C:28]([C:30]#[N:31])[CH:27]=[C:26]([CH3:32])[N:25]=2)=[O:21])[S:3][CH:4]=1. The catalyst class is: 38. (2) Reactant: [CH:1]1([N:4]([CH2:32][C:33]2[CH:34]=[C:35]([CH:44]=[C:45]([CH2:47][CH2:48][CH2:49][O:50][CH3:51])[CH:46]=2)[O:36][CH2:37][C@@H:38]2[CH2:40][C@H:39]2[C:41]([OH:43])=[O:42])[C:5]([C@@H:7]2[C@@H:12]([C:13]3[CH:18]=[CH:17][C:16]([O:19][CH2:20][CH2:21][O:22][C:23]4[C:28]([Cl:29])=[CH:27][C:26]([CH3:30])=[CH:25][C:24]=4[Cl:31])=[CH:15][CH:14]=3)[CH2:11][CH2:10][NH:9][CH2:8]2)=[O:6])[CH2:3][CH2:2]1.[N+](=[CH2:54])=[N-]. Product: [CH:1]1([N:4]([CH2:32][C:33]2[CH:34]=[C:35]([CH:44]=[C:45]([CH2:47][CH2:48][CH2:49][O:50][CH3:51])[CH:46]=2)[O:36][CH2:37][C@@H:38]2[CH2:40][C@H:39]2[C:41]([O:43][CH3:54])=[O:42])[C:5]([C@@H:7]2[C@@H:12]([C:13]3[CH:14]=[CH:15][C:16]([O:19][CH2:20][CH2:21][O:22][C:23]4[C:28]([Cl:29])=[CH:27][C:26]([CH3:30])=[CH:25][C:24]=4[Cl:31])=[CH:17][CH:18]=3)[CH2:11][CH2:10][NH:9][CH2:8]2)=[O:6])[CH2:3][CH2:2]1. The catalyst class is: 28. (3) Reactant: [CH2:1]([C@@H:3]1[CH2:7][CH2:6][CH2:5][N:4]1[C:8]1[N:13]=[C:12]([NH:14][CH3:15])[N:11]=[C:10]([C:16]2[CH:23]=[C:22]([O:24][CH3:25])[C:19]([C:20]#[N:21])=[C:18](F)[CH:17]=2)[CH:9]=1)[CH3:2].CCN(C(C)C)C(C)C.[NH2:36][NH2:37]. Product: [CH2:1]([C@@H:3]1[CH2:7][CH2:6][CH2:5][N:4]1[C:8]1[N:13]=[C:12]([NH:14][CH3:15])[N:11]=[C:10]([C:16]2[CH:17]=[C:18]3[C:19]([C:20]([NH2:21])=[N:36][NH:37]3)=[C:22]([O:24][CH3:25])[CH:23]=2)[CH:9]=1)[CH3:2]. The catalyst class is: 14. (4) Reactant: [CH3:1][N:2]1[C:6]([CH:7]=[O:8])=[CH:5][N:4]=[C:3]1[Si](CC)(CC)CC.[C:16]1([Mg]Br)[CH:21]=[CH:20][CH:19]=[CH:18][CH:17]=1.CO. Product: [CH3:1][N:2]1[C:6]([CH:7]([C:16]2[CH:21]=[CH:20][CH:19]=[CH:18][CH:17]=2)[OH:8])=[CH:5][N:4]=[CH:3]1. The catalyst class is: 1.